The task is: Predict the reaction yield, written as a fraction of the theoretical maximum amount of product (1.0 means a 100% yield; for example, 0.34 means a 34% yield).. This data is from Reaction yield outcomes from USPTO patents with 853,638 reactions. (1) The reactants are [Cl:1][C:2]1[CH:7]=[CH:6][N:5]=[C:4]2[CH:8]=[CH:9][S:10][C:3]=12.[Li]CCCC.Br[C:17]1[N:22]=[CH:21][C:20]([CH2:23][N:24]2[CH2:28][CH2:27][CH2:26][C:25]2=[O:29])=[CH:19][CH:18]=1. The catalyst is C1COCC1.[Cl-].[Cl-].[Zn+2].C1C=CC([P]([Pd]([P](C2C=CC=CC=2)(C2C=CC=CC=2)C2C=CC=CC=2)([P](C2C=CC=CC=2)(C2C=CC=CC=2)C2C=CC=CC=2)[P](C2C=CC=CC=2)(C2C=CC=CC=2)C2C=CC=CC=2)(C2C=CC=CC=2)C2C=CC=CC=2)=CC=1. The product is [Cl:1][C:2]1[CH:7]=[CH:6][N:5]=[C:4]2[CH:8]=[C:9]([C:17]3[N:22]=[CH:21][C:20]([CH2:23][N:24]4[CH2:28][CH2:27][CH2:26][C:25]4=[O:29])=[CH:19][CH:18]=3)[S:10][C:3]=12. The yield is 0.850. (2) The reactants are [F:1][C:2]1[CH:40]=[N:39][C:5]2[N:6]([C:30]3[CH:31]=[C:32]([CH:36]=[CH:37][CH:38]=3)[C:33]([OH:35])=O)[C:7](=[O:29])[N:8]([CH:11]3[CH2:16][CH2:15][CH:14]([NH:17][C:18]([C:20]4[N:21]=[C:22]5[CH:27]=[CH:26][CH:25]=[CH:24][N:23]5[CH:28]=4)=[O:19])[CH2:13][CH2:12]3)[C:9](=[O:10])[C:4]=2[CH:3]=1.CCN(C(C)C)C(C)C.CN(C(ON1N=NC2C=CC=NC1=2)=[N+](C)C)C.F[P-](F)(F)(F)(F)F.[NH2:74][C:75]1[CH:80]=[CH:79][CH:78]=[CH:77][CH:76]=1. The catalyst is CN(C=O)C. The product is [NH:74]([C:33]([C:32]1[CH:31]=[C:30]([N:6]2[C:5]3[N:39]=[CH:40][C:2]([F:1])=[CH:3][C:4]=3[C:9](=[O:10])[N:8]([C@@H:11]3[CH2:12][CH2:13][C@H:14]([NH:17][C:18]([C:20]4[N:21]=[C:22]5[CH:27]=[CH:26][CH:25]=[CH:24][N:23]5[CH:28]=4)=[O:19])[CH2:15][CH2:16]3)[C:7]2=[O:29])[CH:38]=[CH:37][CH:36]=1)=[O:35])[C:75]1[CH:80]=[CH:79][CH:78]=[CH:77][CH:76]=1. The yield is 0.480. (3) The reactants are [C:1]([O:4][C@H:5]1[C@H:9]([O:10][C:11](=[O:13])[CH3:12])[C@@H:8]([CH2:14][O:15][Si](C(C)C)(C(C)C)C(C)C)[O:7][C@H:6]1[N:26]1[CH:34]=[N:33][C:32]2[C:27]1=[N:28][CH:29]=[N:30][C:31]=2[NH:35][C@@H:36]1[C:44]2[C:39](=[CH:40][CH:41]=[CH:42][CH:43]=2)[CH2:38][CH2:37]1)(=[O:3])[CH3:2].F. The catalyst is N1C=CC=CC=1.O1CCCC1. The product is [C:1]([O:4][C@H:5]1[C@H:9]([O:10][C:11](=[O:13])[CH3:12])[C@@H:8]([CH2:14][OH:15])[O:7][C@H:6]1[N:26]1[CH:34]=[N:33][C:32]2[C:27]1=[N:28][CH:29]=[N:30][C:31]=2[NH:35][C@@H:36]1[C:44]2[C:39](=[CH:40][CH:41]=[CH:42][CH:43]=2)[CH2:38][CH2:37]1)(=[O:3])[CH3:2]. The yield is 0.820. (4) The reactants are [Cl:1][C:2]1[C:11]([CH3:12])=[C:10]([CH2:13][N:14]2[C:20](=[O:21])[C@@H:19]([NH:22][C:23](=[O:35])[C@@H:24]([N:26](C)[C:27](=O)OC(C)(C)C)[CH3:25])[C@H:18]([CH3:36])[N:17]([C:37](=[O:43])[CH2:38][S:39]([CH3:42])(=[O:41])=[O:40])[C:16]3[CH:44]=[CH:45][CH:46]=[CH:47][C:15]2=3)[C:9]2[C:4](=[CH:5][CH:6]=[CH:7][CH:8]=2)[N:3]=1. The catalyst is Cl.O1CCOCC1.CCOCC. The product is [ClH:1].[Cl:1][C:2]1[C:11]([CH3:12])=[C:10]([CH2:13][N:14]2[C:20](=[O:21])[C@@H:19]([NH:22][C:23](=[O:35])[C@@H:24]([NH:26][CH3:27])[CH3:25])[C@H:18]([CH3:36])[N:17]([C:37](=[O:43])[CH2:38][S:39]([CH3:42])(=[O:40])=[O:41])[C:16]3[CH:44]=[CH:45][CH:46]=[CH:47][C:15]2=3)[C:9]2[C:4](=[CH:5][CH:6]=[CH:7][CH:8]=2)[N:3]=1. The yield is 0.790. (5) The reactants are [CH3:1][C:2]1[CH:11]=[C:10]([CH3:12])[C:9]2[C:4](=[CH:5][CH:6]=[CH:7][CH:8]=2)[C:3]=1[N+:13]([O-])=O. The catalyst is C(O)C.[Ni]. The product is [CH3:1][C:2]1[CH:11]=[C:10]([CH3:12])[C:9]2[C:4](=[CH:5][CH:6]=[CH:7][CH:8]=2)[C:3]=1[NH2:13]. The yield is 0.970. (6) The reactants are Cl[C:2]1[CH:11]=[C:10]([N:12]([CH3:14])[CH3:13])[C:9]2[C:4](=[CH:5][CH:6]=[CH:7][CH:8]=2)[N:3]=1.C(OC(=O)[NH:24][C@H:25]1[CH2:30][CH2:29][C@@H:28]([NH2:31])[CH2:27][CH2:26]1)C1C=CC=CC=1.C([O-])(O)=O.[Na+]. The catalyst is C(O)CCC.CO.[Pd]. The product is [NH2:24][C@@H:25]1[CH2:30][CH2:29][C@H:28]([NH:31][C:2]2[CH:11]=[C:10]([N:12]([CH3:14])[CH3:13])[C:9]3[C:4](=[CH:5][CH:6]=[CH:7][CH:8]=3)[N:3]=2)[CH2:27][CH2:26]1. The yield is 0.550. (7) The reactants are [Cl:1][C:2]1[CH:7]=[CH:6][C:5]([S:8]([N:11](COC)[C:12]2[C:13]([C:19]([C:21]3[C:22]4[CH:29]=[N:28][NH:27][C:23]=4[N:24]=[CH:25][CH:26]=3)=[O:20])=[N:14][CH:15]=[C:16]([CH3:18])[CH:17]=2)(=[O:10])=[O:9])=[CH:4][C:3]=1[C:33]([F:36])([F:35])[F:34].O. The catalyst is Cl.O1CCOCC1. The product is [Cl:1][C:2]1[CH:7]=[CH:6][C:5]([S:8]([NH:11][C:12]2[C:13]([C:19]([C:21]3[C:22]4[CH:29]=[N:28][NH:27][C:23]=4[N:24]=[CH:25][CH:26]=3)=[O:20])=[N:14][CH:15]=[C:16]([CH3:18])[CH:17]=2)(=[O:9])=[O:10])=[CH:4][C:3]=1[C:33]([F:35])([F:34])[F:36]. The yield is 0.630.